This data is from Forward reaction prediction with 1.9M reactions from USPTO patents (1976-2016). The task is: Predict the product of the given reaction. (1) Given the reactants [Cl:1][C:2]1[CH:7]=[C:6]([OH:8])[CH:5]=[CH:4][N:3]=1.CC(C)([O-])C.[K+].Br[C:16]1[C:17]([CH3:25])=[CH:18][C:19]([N+:22]([O-:24])=[O:23])=[N:20][CH:21]=1, predict the reaction product. The product is: [Cl:1][C:2]1[CH:7]=[C:6]([O:8][C:16]2[CH:21]=[N:20][C:19]([N+:22]([O-:24])=[O:23])=[CH:18][C:17]=2[CH3:25])[CH:5]=[CH:4][N:3]=1. (2) Given the reactants CC1C=CC(S(O[CH2:12][CH:13]2[O:18][C:17]3[CH:19]=[C:20]([O:23][S:24]([C:27]([F:30])([F:29])[F:28])(=[O:26])=[O:25])[CH:21]=[CH:22][C:16]=3[O:15][CH2:14]2)(=O)=O)=CC=1.[CH3:31][NH2:32], predict the reaction product. The product is: [F:28][C:27]([F:30])([F:29])[S:24]([O:23][C:20]1[CH:21]=[CH:22][C:16]2[O:15][CH2:14][CH:13]([CH2:12][NH:32][CH3:31])[O:18][C:17]=2[CH:19]=1)(=[O:26])=[O:25]. (3) Given the reactants [CH:1]1([C:4](Cl)=[O:5])[CH2:3][CH2:2]1.[F:7][C:8]1[CH:14]=[CH:13][C:12]([N+:15]([O-:17])=[O:16])=[CH:11][C:9]=1[NH2:10].C([O-])(O)=O.[Na+], predict the reaction product. The product is: [F:7][C:8]1[CH:14]=[CH:13][C:12]([N+:15]([O-:17])=[O:16])=[CH:11][C:9]=1[NH:10][C:4]([CH:1]1[CH2:3][CH2:2]1)=[O:5]. (4) Given the reactants [C:1]1([NH2:8])[C:2]([NH2:7])=[CH:3][CH:4]=[CH:5][CH:6]=1.[F:9][C:10]([F:18])([F:17])[C:11](=O)[C:12](OC)=[O:13], predict the reaction product. The product is: [F:9][C:10]([F:18])([F:17])[C:11]1[C:12]([OH:13])=[N:7][C:2]2[C:1]([N:8]=1)=[CH:6][CH:5]=[CH:4][CH:3]=2. (5) The product is: [CH2:1]([CH:3]([NH:6][C:7](=[O:40])[NH:8][C:9]1[CH:37]=[CH:36][C:12]([O:13][C:14]2[CH:15]=[CH:16][C:17]([NH:20][C:21](=[O:35])[C:22]3[CH:27]=[CH:26][C:25]([O:28][CH:29]4[CH2:30][CH2:31][N:32]([CH2:42][CH2:43][CH2:44][OH:45])[CH2:33][CH2:34]4)=[CH:24][CH:23]=3)=[CH:18][CH:19]=2)=[C:11]([O:38][CH3:39])[CH:10]=1)[CH2:4][CH3:5])[CH3:2]. Given the reactants [CH2:1]([CH:3]([NH:6][C:7](=[O:40])[NH:8][C:9]1[CH:37]=[CH:36][C:12]([O:13][C:14]2[CH:19]=[CH:18][C:17]([NH:20][C:21](=[O:35])[C:22]3[CH:27]=[CH:26][C:25]([O:28][CH:29]4[CH2:34][CH2:33][NH:32][CH2:31][CH2:30]4)=[CH:24][CH:23]=3)=[CH:16][CH:15]=2)=[C:11]([O:38][CH3:39])[CH:10]=1)[CH2:4][CH3:5])[CH3:2].Br[CH2:42][CH2:43][CH2:44][OH:45].C([O-])([O-])=O.[K+].[K+], predict the reaction product. (6) Given the reactants Cl.[CH2:2]([O:4][C:5](=[O:8])[CH2:6][NH2:7])[CH3:3].C(N(CC)CC)C.Cl[C:17](=[O:24])[CH2:18][CH2:19][C:20]([O:22][CH3:23])=[O:21], predict the reaction product. The product is: [CH2:2]([O:4][C:5](=[O:8])[CH2:6][NH:7][C:17](=[O:24])[CH2:18][CH2:19][C:20]([O:22][CH3:23])=[O:21])[CH3:3]. (7) Given the reactants [NH2:1][CH:2]1[CH:6]([C:7]2[CH:12]=[CH:11][C:10]([O:13][CH3:14])=[CH:9][CH:8]=2)[CH2:5][N:4](C(OC(C)(C)C)=O)[CH2:3]1.Cl[C:23]1[C:32]2[C:27](=[C:28]([C:33]([NH2:35])=[O:34])[CH:29]=[CH:30][CH:31]=2)[N:26]=[C:25]([CH3:36])[N:24]=1, predict the reaction product. The product is: [CH3:14][O:13][C:10]1[CH:9]=[CH:8][C:7]([CH:6]2[CH2:5][NH:4][CH2:3][CH:2]2[NH:1][C:23]2[C:32]3[C:27](=[C:28]([C:33]([NH2:35])=[O:34])[CH:29]=[CH:30][CH:31]=3)[N:26]=[C:25]([CH3:36])[N:24]=2)=[CH:12][CH:11]=1.